Dataset: Drug-target binding data from BindingDB using Ki measurements. Task: Regression. Given a target protein amino acid sequence and a drug SMILES string, predict the binding affinity score between them. We predict pKi (pKi = -log10(Ki in M); higher means stronger inhibition). Dataset: bindingdb_ki. (1) The small molecule is N=C(N)NC(=O)c1nc(Cl)c(N2CCCCCC2)nc1N. The target protein (P01150) has sequence MPGPWLLLALALIFTLTGIPESCALPEAAQEEGAVTPDLPGLENVQVRPERRFLWKDLQRVRGDLGAALDSWITKRQHPGKREEEEKDIEAEERGDLGEGGAWRLHKRQHPGRRANQDKYSWADEEDSDWMPRSWLPDFFLDSWFSDVPQVKRQHPGRRSFPWMESDVTKRQHPGRRFIDPELQRSWEEKEGEGVLMPEKRQHPGKRALGHPCGPQGTCGQTGLLQLLGDLSRGQETLVKQSPQVEPWDKEPLEE. The pKi is 5.0. (2) The compound is CC[C@H](C)[C@H](NC(=O)Cc1ccc(OS(=O)(=O)O)cc1)C(=O)NCC(=O)N[C@@H](Cc1c[nH]c2ccccc12)C(=O)N[C@H](C(=O)N(C)[C@@H](CC(=O)O)C(=O)N[C@@H](Cc1ccccc1)C(N)=O)[C@@H](C)CC. The target protein (P30551) has sequence MSHSPARQHLVESSRMDVVDSLLMNGSNITPPCELGLENETLFCLDQPQPSKEWQSALQILLYSIIFLLSVLGNTLVITVLIRNKRMRTVTNIFLLSLAVSDLMLCLFCMPFNLIPNLLKDFIFGSAVCKTTTYFMGTSVSVSTFNLVAISLERYGAICRPLQSRVWQTKSHALKVIAATWCLSFTIMTPYPIYSNLVPFTKNNNQTANMCRFLLPSDAMQQSWQTFLLLILFLLPGIVMVVAYGLISLELYQGIKFDASQKKSAKEKKPSTGSSTRYEDSDGCYLQKSRPPRKLELQQLSSGSGGSRLNRIRSSSSAANLIAKKRVIRMLIVIVVLFFLCWMPIFSANAWRAYDTVSAEKHLSGTPISFILLLSYTSSCVNPIIYCFMNKRFRLGFMATFPCCPNPGPPGVRGEVGEEEDGRTIRALLSRYSYSHMSTSAPPP. The pKi is 9.5. (3) The drug is O=C(O)CNCP(=O)(O)O. The target protein (Q9JZ55) has sequence MDIKINDITLGNNSPFVLFGGINVLESLDSTLQTCAHYVEVTRKLGIPYIFKASFDKANRSSIHSYRGVGLEEGLKIFEKVKAEFGIPVITDVHEPHQCQPVAEVCDVIQLPAFLARQTDLVVAMAKTGNVVNIKKPQFLSPSQMKNIVEKFHEAGNGKLILCERGSSFGYDNLVVDMLGFGVMKQTCGNLPVIFDVTHSLQTRDAGSAASGGRRAQALDLALAGMATRLAGLFLESHPDPKLAKCDGPSALPLHLLEDFLIRIKALDDLIKSQPILTIE. The pKi is 3.6. (4) The target protein (Q8BW75) has sequence MSNKSDVIVVGGGISGMAAAKLLHDCGLSVVVLEARDRVGGRTYTIRNKNVKYVDLGGSYVGPTQNRILRLAKELGLETYKVNEVERLIHFVKGKSYAFRGPFPPVWNPITYLDNNNLWRTMDEMGQEIPSDAPWKAPLAEEWDYMTMKELLDKICWTKSTKQIATLFVNLCVTAETHEVSALWFLWYVKQCGGTTRIISTTNGGQERKFIGGSGQVSERIKDILGDRVKLERPVIHIDQTGENVIVKTLNHEIYEAKYVISAIPPALGMKIHYSPPLPMLRNQLISRVPLGSVIKCMVYYKEPFWRKKDFCGTMVIEGEEAPIAYTLDDTKPDGTYAAIMGFILAHKARKLVRLTKEERLRKLCELYAKVLNSQEALQPVHYEEKNWCEEQYSGGCYTTYFPPGILTQYGRVLRQPVGKIFFAGTETASHWSGYMEGAVEAGERAAREILHAIGKIPEDEIWQPEPESLDVPARPITSTFLERHLPSVPGLLKLFGLTT.... The pKi is 6.7. The small molecule is CC1C(=O)N(C)C(=O)c2c1nc(/C=C/c1cccc(Cl)c1)n2C. (5) The small molecule is CC[C@H](C)[C@H](NC(=O)[C@H](CCCNC(=N)N)NC(=O)[C@H](CCCNC(=N)N)NC(=O)[C@H](CC(C)C)NC(=O)[C@H](Cc1ccccc1)NC(=O)CNC(=O)CNC(=O)[C@@H](N)Cc1ccc(O)cc1)C(=O)N[C@@H](CCCNC(=N)N)C(=O)N1CCC[C@H]1C(=O)N[C@@H](CCCCN)C(=O)N[C@@H](CC(C)C)C(=O)N[C@@H](CCCCN)C(=O)O. The target protein sequence is MDSPIQIFRGEPGPTCAPSACLPPNSSAWFPGWAEPDSNGSAGSEDAQLEPAHISPAIPVIITAVYSVVFVVGLVGNSLVMFVIIRYTKMKTATNIYIFNLALADALVTTTMPFQSTVYLMNSWPFGDVLCKIVISIDYYNMFTSIFTLTMMSVDRYIAVCHPVKALDFRTPLKAKIINICIWLLSSSVGISAIVLGGTKVREDVDVIECSLQFPDDDYSWWDLFMKICVFIFAFVIPVLIIIVCYTLMILRLKSVRLLSGSREKDRNLRRITRLVLVVVAVFVVCWTPIHIFALVEALGSTSHSTAALSSYYFCIALGYTNSSLNPILYAFLDENFKRCFRDFCFPLKMRMERQSTSRVRNTVQDPAYLRDIDGMNKPV. The pKi is 6.8. (6) The drug is CNc1cc(NS(=O)(=O)c2ccc(N)cc2)nc(NC)n1. The target protein (Q9R1C8) has sequence MVPEPGPVNSSTPAWGPGPPPAPGGSGWVAAALCVVIVLTAAANSLLIALICTQPALRNTSNFFLVSLFTSDLMVGLVVMPPAMLNALYGRWVLARGLCLLWTAFDVMCCSASILNLCLISLDRYLLILSPLRYKLRMTAPRALALILGAWSLAALASFLPLLLGWHELGKARTSAPGQCRLLASLPYVLVASGVTFFLPSGAICFTYCRILLAARKQAVQVASLTTGTATAGQALETLQVPRTPRPGMESADSRRLTTKHSRKALKASLTLGILLSMFFVTWLPFFVASIAQAVCDCISPGLFDVLTWLGYCNSTMNPIIYPLFMRDFKRALGRFVPCVHCPPEHRASPASPSMWTSHSGARPGLSLQQVLPLPLPPNSDSDSASGGTSGLQLTAQLLLPGEATRDPPPPTRAPTVVNFFVTDSVEPEIRQHPLGSPMN. The pKi is 5.0. (7) The compound is O=C(O[C@@H]1CN2CCC1CC2)C1c2ccccc2Oc2ccccc21. The target protein (P10980) has sequence MNNSTNSSNNGLAITSPYKTFEVVFIVLVAGSLSLVTIIGNILVMVSIKVNRHLQTVNNYFLFSLACADLIIGVFSMNLYTLYTVIGYWPLGPVVCDLWLALDYVVSNASVMNLLIISFDRYFCVTKPLTYPVKRTTKMAGMMIAAAWVLSFILWAPAILFWQFIVGVRTVEDGECYIQFFSNAAVTFGTAIAAFYLPVIIMTVLYWHISRASKSRIKKEKKEPVANQDPVSPSLVQGRIVKPNNNNMPGGDGGLEHNKIQNGKAPRDGVTENCVQGEEKESSNDSTSVSAVASNMRDDEITQDENTVSTSLGHSRDDNSKQTCIKIVTKAQKGDVCTPTSTTVELVGSSGQNGDEKQNIVARKIVKMTKQPAKKKPPPSREKKVTRTILAILLAFIITWAPYNVMVLINTFCAPCIPNTVWTIGYWLCYINSTINPACYALCNATFKKTFKHLLMCHYKNIGATR. The pKi is 5.8.